Dataset: Full USPTO retrosynthesis dataset with 1.9M reactions from patents (1976-2016). Task: Predict the reactants needed to synthesize the given product. (1) Given the product [NH2:12][C:2]1[N:3]=[N:4][C:5]([CH:8]([CH3:10])[CH3:9])=[CH:6][CH:7]=1, predict the reactants needed to synthesize it. The reactants are: Cl[C:2]1[N:3]=[N:4][C:5]([CH:8]([CH3:10])[CH3:9])=[CH:6][CH:7]=1.O.[NH3:12]. (2) The reactants are: C[O:2][C:3](=[O:41])[C:4]1[CH:9]=[CH:8][C:7]([NH:10][C:11]([C@H:13]2[C@H:17]([C:18]3[CH:23]=[C:22]([Cl:24])[CH:21]=[CH:20][C:19]=3[F:25])[C@:16]([C:28]3[CH:33]=[CH:32][C:31]([Cl:34])=[CH:30][C:29]=3[F:35])([C:26]#[N:27])[C@H:15]([CH2:36][C:37]([CH3:40])([CH3:39])[CH3:38])[NH:14]2)=[O:12])=[CH:6][CH:5]=1.[OH-].[Na+].CO.Cl. Given the product [Cl:24][C:22]1[CH:21]=[CH:20][C:19]([F:25])=[C:18]([C@@H:17]2[C@:16]([C:28]3[CH:33]=[CH:32][C:31]([Cl:34])=[CH:30][C:29]=3[F:35])([C:26]#[N:27])[C@H:15]([CH2:36][C:37]([CH3:40])([CH3:39])[CH3:38])[NH:14][C@H:13]2[C:11]([NH:10][C:7]2[CH:8]=[CH:9][C:4]([C:3]([OH:41])=[O:2])=[CH:5][CH:6]=2)=[O:12])[CH:23]=1, predict the reactants needed to synthesize it. (3) Given the product [F:1][C:2]1[C:3]([CH2:8][O:9][C:10]2[C:11]3[N:12]([CH:17]=[C:18]([CH3:20])[N:19]=3)[CH:13]=[C:14]([CH3:16])[CH:15]=2)=[N:4][CH:5]=[CH:6][CH:7]=1, predict the reactants needed to synthesize it. The reactants are: [F:1][C:2]1[C:3]([CH2:8][O:9][C:10]2[C:11]3[N:12]([C:17](C(O)=O)=[C:18]([CH3:20])[N:19]=3)[CH:13]=[C:14]([CH3:16])[CH:15]=2)=[N:4][CH:5]=[CH:6][CH:7]=1.Cl. (4) The reactants are: CN(C)C=O.Cl[C:7]1[CH:14]=[CH:13][C:12]([N+:15]([O-:17])=[O:16])=[CH:11][C:8]=1[C:9]#[N:10].[CH2:18]([OH:23])[C:19]([CH3:22])([CH3:21])[CH3:20].[H-].[Na+]. Given the product [CH2:18]([O:23][C:7]1[CH:14]=[CH:13][C:12]([N+:15]([O-:17])=[O:16])=[CH:11][C:8]=1[C:9]#[N:10])[C:19]([CH3:22])([CH3:21])[CH3:20], predict the reactants needed to synthesize it. (5) Given the product [C:8]1([C:7]([C:14]2[CH:15]=[CH:16][CH:17]=[CH:18][CH:19]=2)=[N:20][C:22]2[CH:23]=[CH:24][C:25]3[C:31]4([CH:40]=[CH2:41])[CH2:32][CH2:33][C:34]5([CH2:39][CH:30]4[CH2:29][CH2:28][O:27][C:26]=3[CH:42]=2)[O:35][CH2:36][CH2:37][O:38]5)[CH:13]=[CH:12][CH:11]=[CH:10][CH:9]=1, predict the reactants needed to synthesize it. The reactants are: C([O-])([O-])=O.[Cs+].[Cs+].[C:7](=[NH:20])([C:14]1[CH:19]=[CH:18][CH:17]=[CH:16][CH:15]=1)[C:8]1[CH:13]=[CH:12][CH:11]=[CH:10][CH:9]=1.Br[C:22]1[CH:23]=[CH:24][C:25]2[C:31]3([CH:40]=[CH2:41])[CH2:32][CH2:33][C:34]4([CH2:39][CH:30]3[CH2:29][CH2:28][O:27][C:26]=2[CH:42]=1)[O:38][CH2:37][CH2:36][O:35]4. (6) Given the product [Br:14][CH2:15][CH2:16][CH2:17][CH2:18][CH2:19][CH2:20][O:11][CH2:10][CH2:9][CH2:8][CH2:7][C:1]1[CH:6]=[CH:5][CH:4]=[CH:3][CH:2]=1, predict the reactants needed to synthesize it. The reactants are: [C:1]1([CH2:7][CH2:8][CH2:9][CH2:10][OH:11])[CH:6]=[CH:5][CH:4]=[CH:3][CH:2]=1.[H-].[Na+].[Br:14][CH2:15][CH2:16][CH2:17][CH2:18][CH2:19][CH2:20]Br.O.